Dataset: Full USPTO retrosynthesis dataset with 1.9M reactions from patents (1976-2016). Task: Predict the reactants needed to synthesize the given product. (1) Given the product [F:16][C:11]1[CH:10]=[C:9]([O:8][C:6]2[CH:5]=[CH:4][N:3]=[C:2]([C:21]3[CH:20]=[N:19][N:18]([CH3:17])[CH:22]=3)[CH:7]=2)[CH:14]=[CH:13][C:12]=1[NH2:15], predict the reactants needed to synthesize it. The reactants are: Cl[C:2]1[CH:7]=[C:6]([O:8][C:9]2[CH:14]=[CH:13][C:12]([NH2:15])=[C:11]([F:16])[CH:10]=2)[CH:5]=[CH:4][N:3]=1.[CH3:17][N:18]1[CH:22]=[CH:21][C:20](B2OC(C)(C)C(C)(C)O2)=[N:19]1.C([O-])([O-])=O.[Na+].[Na+]. (2) Given the product [O:1]1[CH2:6][CH2:5][O:4][C:3]2[CH:7]=[C:8]([NH:11][C:12]3[C:13]4[CH2:21][N:20]([C:24]5[CH:23]=[C:22]([CH3:31])[CH:27]=[CH:26][CH:25]=5)[CH2:19][CH2:18][C:14]=4[N:15]=[CH:16][N:17]=3)[CH:9]=[CH:10][C:2]1=2, predict the reactants needed to synthesize it. The reactants are: [O:1]1[CH2:6][CH2:5][O:4][C:3]2[CH:7]=[C:8]([NH:11][C:12]3[C:13]4[CH2:21][NH:20][CH2:19][CH2:18][C:14]=4[N:15]=[CH:16][N:17]=3)[CH:9]=[CH:10][C:2]1=2.[C:22]1([CH3:31])[CH:27]=[CH:26][CH:25]=[C:24](B(O)O)[CH:23]=1.C(N(CC)CC)C.